From a dataset of Full USPTO retrosynthesis dataset with 1.9M reactions from patents (1976-2016). Predict the reactants needed to synthesize the given product. (1) Given the product [C:9]([C:7]1[S:6]/[C:5](=[N:13]\[C:14](=[O:24])[C:15]2[CH:20]=[C:19]([Cl:21])[CH:18]=[CH:17][C:16]=2[O:22][CH3:23])/[N:4]([CH2:3][CH2:2][NH:1][S:26]([CH3:25])(=[O:28])=[O:27])[CH:8]=1)([CH3:11])([CH3:12])[CH3:10], predict the reactants needed to synthesize it. The reactants are: [NH2:1][CH2:2][CH2:3][N:4]1[CH:8]=[C:7]([C:9]([CH3:12])([CH3:11])[CH3:10])[S:6]/[C:5]/1=[N:13]\[C:14](=[O:24])[C:15]1[CH:20]=[C:19]([Cl:21])[CH:18]=[CH:17][C:16]=1[O:22][CH3:23].[CH3:25][S:26](Cl)(=[O:28])=[O:27].C(N(CC)CC)C. (2) Given the product [Cl:57][C:21]1[CH:20]=[C:19]([OH:18])[CH:56]=[CH:55][C:22]=1[O:23][CH2:24][C@@H:25]([OH:54])[CH2:26][NH:27][CH2:28][CH2:29][C:30]1[CH:53]=[CH:52][C:33]([NH:34][CH:35]2[CH2:40][CH2:39][N:38]([C:41]([NH:43][CH2:44][CH2:45][CH2:46][CH2:47][CH2:48][CH2:49][CH2:50][CH3:51])=[O:42])[CH2:37][CH2:36]2)=[CH:32][CH:31]=1, predict the reactants needed to synthesize it. The reactants are: [Si]([O:18][C:19]1[CH:56]=[CH:55][C:22]([O:23][CH2:24][C@@H:25]([OH:54])[CH2:26][NH:27][CH2:28][CH2:29][C:30]2[CH:53]=[CH:52][C:33]([NH:34][CH:35]3[CH2:40][CH2:39][N:38]([C:41]([NH:43][CH2:44][CH2:45][CH2:46][CH2:47][CH2:48][CH2:49][CH2:50][CH3:51])=[O:42])[CH2:37][CH2:36]3)=[CH:32][CH:31]=2)=[C:21]([Cl:57])[CH:20]=1)(C(C)(C)C)(C1C=CC=CC=1)C1C=CC=CC=1. (3) The reactants are: [N:1]1[CH:6]=[CH:5][CH:4]=[C:3]([N:7]2[CH:16]=[C:10]3[C:11](=[O:15])[NH:12][CH2:13][CH2:14][C:9]3=[N:8]2)[CH:2]=1.[OH-].[Na+].[CH:19]1([CH2:22]Br)[CH2:21][CH2:20]1. Given the product [CH:19]1([CH2:22][N:12]2[CH2:13][CH2:14][C:9]3=[N:8][N:7]([C:3]4[CH:2]=[N:1][CH:6]=[CH:5][CH:4]=4)[CH:16]=[C:10]3[C:11]2=[O:15])[CH2:21][CH2:20]1, predict the reactants needed to synthesize it. (4) Given the product [NH2:27][C:28]1[N:29]=[C:30]([NH:1][C@H:2]([C:4]2[N:9]=[C:8]3[CH:10]=[CH:11][N:12]([CH3:13])[C:7]3=[CH:6][C:5]=2[N:14]2[CH2:15][CH2:16][N:17]([C:20]([O:22][C:23]([CH3:25])([CH3:24])[CH3:26])=[O:21])[CH2:18][CH2:19]2)[CH3:3])[C:31]([C:35]#[N:36])=[C:32]([NH2:34])[N:33]=1, predict the reactants needed to synthesize it. The reactants are: [NH2:1][C@H:2]([C:4]1[N:9]=[C:8]2[CH:10]=[CH:11][N:12]([CH3:13])[C:7]2=[CH:6][C:5]=1[N:14]1[CH2:19][CH2:18][N:17]([C:20]([O:22][C:23]([CH3:26])([CH3:25])[CH3:24])=[O:21])[CH2:16][CH2:15]1)[CH3:3].[NH2:27][C:28]1[N:33]=[C:32]([NH2:34])[C:31]([C:35]#[N:36])=[C:30](Cl)[N:29]=1.C(N(CC)CC)C. (5) Given the product [Br:49][C:50]1[CH:51]=[N:52][C:53]([N:33]2[CH2:34][CH2:35][CH:30]([C:10]3[C:9]([CH:36]([F:47])[C:37]4[CH:38]=[CH:39][C:40]([C:43]([F:45])([F:46])[F:44])=[CH:41][CH:42]=4)=[C:8]([CH:5]4[CH2:6][CH2:7][C:2]([F:1])([F:48])[CH2:3][CH2:4]4)[C:17]4[CH:16]([O:18][CH2:19][C:20]5[CH:21]=[CH:22][C:23]([O:26][CH3:27])=[CH:24][CH:25]=5)[CH2:15][C:14]([CH3:28])([CH3:29])[CH2:13][C:12]=4[N:11]=3)[CH2:31][CH2:32]2)=[N:54][CH:55]=1, predict the reactants needed to synthesize it. The reactants are: [F:1][C:2]1([F:48])[CH2:7][CH2:6][CH:5]([C:8]2[C:17]3[CH:16]([O:18][CH2:19][C:20]4[CH:25]=[CH:24][C:23]([O:26][CH3:27])=[CH:22][CH:21]=4)[CH2:15][C:14]([CH3:29])([CH3:28])[CH2:13][C:12]=3[N:11]=[C:10]([CH:30]3[CH2:35][CH2:34][NH:33][CH2:32][CH2:31]3)[C:9]=2[CH:36]([F:47])[C:37]2[CH:42]=[CH:41][C:40]([C:43]([F:46])([F:45])[F:44])=[CH:39][CH:38]=2)[CH2:4][CH2:3]1.[Br:49][C:50]1[CH:51]=[N:52][C:53](Cl)=[N:54][CH:55]=1.C(N(C(C)C)CC)(C)C.Cl.